From a dataset of Catalyst prediction with 721,799 reactions and 888 catalyst types from USPTO. Predict which catalyst facilitates the given reaction. (1) Reactant: [CH3:1][C:2]1[C:3]([O:26]C2CCCCO2)=[C:4]([C:8]2[CH:13]=[CH:12][C:11]([O:14][CH2:15][C:16]3[CH:25]=[CH:24][C:23]4[C:18](=[CH:19][CH:20]=[CH:21][CH:22]=4)[N:17]=3)=[CH:10][CH:9]=2)[CH:5]=[CH:6][CH:7]=1.C1(C)C=CC(S([O-])(=O)=O)=CC=1.[NH+]1C=CC=CC=1. Product: [CH3:1][C:2]1[CH:7]=[CH:6][CH:5]=[C:4]([C:8]2[CH:9]=[CH:10][C:11]([O:14][CH2:15][C:16]3[CH:25]=[CH:24][C:23]4[C:18](=[CH:19][CH:20]=[CH:21][CH:22]=4)[N:17]=3)=[CH:12][CH:13]=2)[C:3]=1[OH:26]. The catalyst class is: 100. (2) Reactant: [N:1]1[CH:6]=[CH:5][C:4]([C:7](=O)[CH2:8][C:9]([O:11]CC)=O)=[CH:3][CH:2]=1.Cl.[CH3:16][CH:17]1[NH:22][C:21]([NH2:23])=[N:20][CH2:19][CH2:18]1.C(=O)([O-])[O-].[K+].[K+].O. Product: [CH3:16][CH:17]1[CH2:18][CH2:19][N:20]2[C:9](=[O:11])[CH:8]=[C:7]([C:4]3[CH:3]=[CH:2][N:1]=[CH:6][CH:5]=3)[N:23]=[C:21]2[NH:22]1. The catalyst class is: 8. (3) The catalyst class is: 307. Product: [CH3:6][C:7]1([CH3:24])[C:16]2[C:11](=[CH:12][C:13]([C:17](=[CH2:1])[CH2:18][CH2:19][CH2:20][CH2:21][CH3:22])=[CH:14][CH:15]=2)[S:10][CH2:9][CH2:8]1. Reactant: [CH2:1]([Li])CCC.[CH3:6][C:7]1([CH3:24])[C:16]2[C:11](=[CH:12][C:13]([C:17](=O)[CH2:18][CH2:19][CH2:20][CH2:21][CH3:22])=[CH:14][CH:15]=2)[S:10][CH2:9][CH2:8]1.